This data is from Full USPTO retrosynthesis dataset with 1.9M reactions from patents (1976-2016). The task is: Predict the reactants needed to synthesize the given product. (1) Given the product [CH3:4][N+:2]([CH2:5][CH2:6][O:7][P:8]([O:11][P:12]([O:15][CH2:16][C@H:17]1[O:21][C@@H:20]([N:22]2[C:27](=[O:28])[N:26]=[C:25]([NH2:29])[CH:24]=[CH:23]2)[C@H:19]([OH:30])[C@@H:18]1[OH:31])([O-:14])=[O:13])([O-:10])=[O:9])([CH3:1])[CH3:3].[Na+:32], predict the reactants needed to synthesize it. The reactants are: [CH3:1][N+:2]([CH2:5][CH2:6][O:7][P:8]([O:11][P:12]([O:15][CH2:16][CH:17]1[O:21][CH:20]([N:22]2[C:27](=[O:28])[N:26]=[C:25]([NH2:29])[CH:24]=[CH:23]2)[C@H:19]([OH:30])[C@@H:18]1[OH:31])([O-:14])=[O:13])([O-:10])=[O:9])([CH3:4])[CH3:3].[Na+:32].CN(N=O)C(N[C@H]1C(O)O[C@H](CO)[C@@H](O)[C@@H]1O)=O. (2) The reactants are: [Br:1][C:2]1[CH:3]=[C:4]2[C:8](=[CH:9][CH:10]=1)[NH:7][C:6]([C:11]1[C:16]([F:17])=[CH:15][CH:14]=[CH:13][C:12]=1[F:18])=[CH:5]2.[H-].[Na+].[C:21]1([S:27](Cl)(=[O:29])=[O:28])[CH:26]=[CH:25][CH:24]=[CH:23][CH:22]=1. Given the product [C:21]1([S:27]([N:7]2[C:8]3[C:4](=[CH:3][C:2]([Br:1])=[CH:10][CH:9]=3)[CH:5]=[C:6]2[C:11]2[C:12]([F:18])=[CH:13][CH:14]=[CH:15][C:16]=2[F:17])(=[O:29])=[O:28])[CH:26]=[CH:25][CH:24]=[CH:23][CH:22]=1, predict the reactants needed to synthesize it. (3) Given the product [ClH:1].[NH2:29][CH:23]([CH2:22][C:18]1[CH:17]=[C:16]([C:13]2[CH:14]=[CH:15][C:10]([O:9][CH2:2][C:3]3[CH:8]=[CH:7][CH:6]=[CH:5][CH:4]=3)=[C:11]([CH2:37][C@H:38]([NH:48][C:49]([O:51][CH2:52][C:53]3[CH:54]=[CH:55][CH:56]=[CH:57][CH:58]=3)=[O:50])[C:39](=[O:47])[O:40][CH2:41][CH2:42][Si:43]([CH3:44])([CH3:46])[CH3:45])[CH:12]=2)[CH:21]=[CH:20][CH:19]=1)[CH2:24][C:25]([O:27][CH3:28])=[O:26], predict the reactants needed to synthesize it. The reactants are: [ClH:1].[CH2:2]([O:9][C:10]1[CH:15]=[CH:14][C:13]([C:16]2[CH:21]=[CH:20][CH:19]=[C:18]([CH2:22][CH:23]([NH:29]C(OC(C)(C)C)=O)[CH2:24][C:25]([O:27][CH3:28])=[O:26])[CH:17]=2)=[CH:12][C:11]=1[CH2:37][C@H:38]([NH:48][C:49]([O:51][CH2:52][C:53]1[CH:58]=[CH:57][CH:56]=[CH:55][CH:54]=1)=[O:50])[C:39](=[O:47])[O:40][CH2:41][CH2:42][Si:43]([CH3:46])([CH3:45])[CH3:44])[C:3]1[CH:8]=[CH:7][CH:6]=[CH:5][CH:4]=1. (4) Given the product [CH:4]([C:5]1[S:6][CH:7]=[CH:8][C:9]=1[C:10]1[NH:11][C:12]([CH2:21][CH3:22])=[C:13]([C:15]2[CH:16]=[N:17][CH:18]=[CH:19][CH:20]=2)[N:14]=1)=[O:3], predict the reactants needed to synthesize it. The reactants are: Cl.Cl.[OH:3][CH2:4][C:5]1[S:6][CH:7]=[CH:8][C:9]=1[C:10]1[NH:11][C:12]([CH2:21][CH3:22])=[C:13]([C:15]2[CH:16]=[N:17][CH:18]=[CH:19][CH:20]=2)[N:14]=1. (5) Given the product [CH3:14][O:13][CH:12]([O:15][CH3:16])[C:11]1[C:2]([CH2:31][N:32]2[CH2:37][CH2:36][N:35]([CH3:38])[CH2:34][C:33]2=[O:39])=[CH:3][C:4]2[CH2:5][CH2:6][C@H:7]([CH3:17])[NH:8][C:9]=2[N:10]=1, predict the reactants needed to synthesize it. The reactants are: Br[C:2]1[CH:3]=[C:4]2[C:9](=[N:10][C:11]=1[CH:12]([O:15][CH3:16])[O:13][CH3:14])[NH:8][C@@H:7]([CH3:17])[CH2:6][CH2:5]2.COC(OC)C1C([CH2:31][N:32]2[CH2:37][CH2:36][N:35]([CH3:38])[CH2:34][C:33]2=[O:39])=CC2CCCNC=2N=1. (6) Given the product [CH3:25][C:11]1[CH:10]=[C:9]([S:8][C:6]2[CH:5]=[CH:4][N:3]=[CH:2][N:7]=2)[C:14](=[O:15])[N:13]2[C:16]3([CH2:20][CH2:21][CH2:22][CH2:23][CH2:24]3)[NH:17][C:18](=[O:19])[C:12]=12, predict the reactants needed to synthesize it. The reactants are: Cl[C:2]1[N:7]=[C:6]([S:8][C:9]2[C:14](=[O:15])[N:13]3[C:16]4([CH2:24][CH2:23][CH2:22][CH2:21][CH2:20]4)[NH:17][C:18](=[O:19])[C:12]3=[C:11]([CH3:25])[CH:10]=2)[CH:5]=[CH:4][N:3]=1. (7) Given the product [F:1][C:2]1[CH:3]=[CH:4][C:5]([N:8]2[C:16]3[CH2:15][CH2:14][CH2:13][N:12]([C:32](=[O:33])[CH2:31][N:24]4[C:25]5=[N:26][CH:27]=[CH:28][CH:29]=[C:30]5[C:22]([C:18]5[NH:17][CH:21]=[CH:20][N:19]=5)=[N:23]4)[C:11]=3[CH:10]=[N:9]2)=[CH:6][CH:7]=1, predict the reactants needed to synthesize it. The reactants are: [F:1][C:2]1[CH:7]=[CH:6][C:5]([N:8]2[C:16]3[CH2:15][CH2:14][CH2:13][NH:12][C:11]=3[CH:10]=[N:9]2)=[CH:4][CH:3]=1.[NH:17]1[CH:21]=[CH:20][N:19]=[C:18]1[C:22]1[C:30]2[C:25](=[N:26][CH:27]=[CH:28][CH:29]=2)[N:24]([CH2:31][C:32](O)=[O:33])[N:23]=1.CCN(CC)CC.CN(C(ON1N=NC2C=CC=NC1=2)=[N+](C)C)C.F[P-](F)(F)(F)(F)F. (8) Given the product [NH2:11][C:4]1[CH:3]=[C:2]([F:1])[CH:10]=[CH:9][C:5]=1[C:6]([OH:8])=[O:7], predict the reactants needed to synthesize it. The reactants are: [F:1][C:2]1[CH:10]=[CH:9][C:5]([C:6]([OH:8])=[O:7])=[C:4]([N+:11]([O-])=O)[CH:3]=1.